This data is from Full USPTO retrosynthesis dataset with 1.9M reactions from patents (1976-2016). The task is: Predict the reactants needed to synthesize the given product. (1) Given the product [Br:1][C:2]1[C:7]([C:8]2[CH:13]=[CH:12][C:11]([F:14])=[CH:10][C:9]=2[F:15])=[C:6]([F:16])[C:5]([O:17][CH:21]([CH3:23])[CH3:22])=[C:4]([CH:18]=[O:19])[CH:3]=1, predict the reactants needed to synthesize it. The reactants are: [Br:1][C:2]1[C:7]([C:8]2[CH:13]=[CH:12][C:11]([F:14])=[CH:10][C:9]=2[F:15])=[C:6]([F:16])[C:5]([OH:17])=[C:4]([CH:18]=[O:19])[CH:3]=1.I[CH:21]([CH3:23])[CH3:22]. (2) Given the product [CH2:30]([O:29][C:27]([C@@H:2]1[CH2:7][CH2:6][N:5]([C:8]([O:10][C:11]([CH3:14])([CH3:13])[CH3:12])=[O:9])[CH2:4][C@H:3]1[C:15]([O:17][CH3:18])=[O:16])=[O:28])[C:31]1[CH:36]=[CH:35][CH:34]=[CH:33][CH:32]=1, predict the reactants needed to synthesize it. The reactants are: N[C@@H:2]1[CH2:7][CH2:6][N:5]([C:8]([O:10][C:11]([CH3:14])([CH3:13])[CH3:12])=[O:9])[CH2:4][C@@H:3]1[C:15]([O:17][CH3:18])=[O:16].C(N(CC)CC)C.Cl[C:27]([O:29][CH2:30][C:31]1[CH:36]=[CH:35][CH:34]=[CH:33][CH:32]=1)=[O:28]. (3) Given the product [CH2:17]([N:19]1[C:10](=[O:11])[C:6](=[CH:5][C:4]2[CH:13]=[CH:14][CH:15]=[CH:16][C:3]=2[O:2][CH3:1])[N:7]=[C:8]1[CH3:12])[CH3:18], predict the reactants needed to synthesize it. The reactants are: [CH3:1][O:2][C:3]1[CH:16]=[CH:15][CH:14]=[CH:13][C:4]=1[CH:5]=[C:6]1[C:10](=[O:11])O[C:8]([CH3:12])=[N:7]1.[CH2:17]([NH2:19])[CH3:18].C(=O)([O-])[O-].[K+].[K+]. (4) Given the product [CH3:1][O:2][C:3]1[CH:8]=[CH:7][C:6]([C:9]([NH:24][C:25]2[O:26][CH2:27][C@H:28]([F:40])[C@:29]([C:32]3[CH:37]=[C:36]([NH:81][C:80]4[CH:82]=[CH:83][CH:84]=[CH:85][C:79]=4[O:78][CH3:77])[CH:35]=[CH:34][C:33]=3[F:39])([CH3:31])[N:30]=2)([C:16]2[CH:21]=[CH:20][C:19]([O:22][CH3:23])=[CH:18][CH:17]=2)[C:10]2[CH:15]=[CH:14][CH:13]=[CH:12][CH:11]=2)=[CH:5][CH:4]=1, predict the reactants needed to synthesize it. The reactants are: [CH3:1][O:2][C:3]1[CH:8]=[CH:7][C:6]([C:9]([NH:24][C:25]2[O:26][CH2:27][C@H:28]([F:40])[C@:29]([C:32]3[CH:37]=[C:36](Br)[CH:35]=[CH:34][C:33]=3[F:39])([CH3:31])[N:30]=2)([C:16]2[CH:21]=[CH:20][C:19]([O:22][CH3:23])=[CH:18][CH:17]=2)[C:10]2[CH:15]=[CH:14][CH:13]=[CH:12][CH:11]=2)=[CH:5][CH:4]=1.CC(C)([O-])C.[Na+].C(P(C(C)(C)C)C1C=CC=CC=1C1C(C(C)C)=CC(C(C)C)=CC=1C(C)C)(C)(C)C.[CH3:77][O:78][C:79]1[CH:85]=[CH:84][CH:83]=[CH:82][C:80]=1[NH2:81]. (5) Given the product [OH:24][C:11]1([C:8]2[CH:9]=[CH:10][C:5]([O:4][CH2:3][CH2:2][NH:1][C:25](=[O:27])[CH3:26])=[CH:6][CH:7]=2)[CH2:16][CH2:15][CH2:14][CH2:13][CH:12]1[NH:17][S:18]([CH:21]([CH3:22])[CH3:23])(=[O:20])=[O:19], predict the reactants needed to synthesize it. The reactants are: [NH2:1][CH2:2][CH2:3][O:4][C:5]1[CH:10]=[CH:9][C:8]([C:11]2([OH:24])[CH2:16][CH2:15][CH2:14][CH2:13][CH:12]2[NH:17][S:18]([CH:21]([CH3:23])[CH3:22])(=[O:20])=[O:19])=[CH:7][CH:6]=1.[C:25](Cl)(=[O:27])[CH3:26]. (6) Given the product [CH:1]1([C:7]2[O:11][N:10]=[C:9]([C:12]3[O:16][N:15]=[C:14]4[C:17]5[C:22]([CH2:23][CH2:24][C:13]=34)=[CH:21][C:20]([CH:25]=[O:31])=[CH:19][CH:18]=5)[C:8]=2[C:27]([F:30])([F:29])[F:28])[CH2:6][CH2:5][CH2:4][CH2:3][CH2:2]1, predict the reactants needed to synthesize it. The reactants are: [CH:1]1([C:7]2[O:11][N:10]=[C:9]([C:12]3[O:16][N:15]=[C:14]4[C:17]5[C:22]([CH2:23][CH2:24][C:13]=34)=[CH:21][C:20]([CH:25]=C)=[CH:19][CH:18]=5)[C:8]=2[C:27]([F:30])([F:29])[F:28])[CH2:6][CH2:5][CH2:4][CH2:3][CH2:2]1.[O:31]=[O+][O-].C(N(CC)CC)C. (7) The reactants are: C(O[CH:4](OCC)[CH2:5][O:6][C:7]1[CH:12]=[CH:11][C:10]([F:13])=[CH:9][CH:8]=1)C. Given the product [F:13][C:10]1[CH:9]=[CH:8][C:7]2[O:6][CH:5]=[CH:4][C:12]=2[CH:11]=1, predict the reactants needed to synthesize it. (8) Given the product [Cl:1][C:2]1[CH:10]=[C:9]2[C:5]([C:6]([C:11]([N:13]3[CH2:18][CH2:17][C:16]4([C:22]5[CH:23]=[CH:24][C:25]([F:27])=[CH:26][C:21]=5[C:20](=[O:28])[O:19]4)[CH2:15][CH2:14]3)=[O:12])=[CH:7][N:8]2[CH2:36][C:33]2[CH:32]=[N:31][C:30]([Cl:29])=[CH:35][CH:34]=2)=[CH:4][CH:3]=1, predict the reactants needed to synthesize it. The reactants are: [Cl:1][C:2]1[CH:10]=[C:9]2[C:5]([C:6]([C:11]([N:13]3[CH2:18][CH2:17][C:16]4([C:22]5[CH:23]=[CH:24][C:25]([F:27])=[CH:26][C:21]=5[C:20](=[O:28])[O:19]4)[CH2:15][CH2:14]3)=[O:12])=[CH:7][NH:8]2)=[CH:4][CH:3]=1.[Cl:29][C:30]1[CH:35]=[CH:34][C:33]([CH2:36]Cl)=[CH:32][N:31]=1.